This data is from NCI-60 drug combinations with 297,098 pairs across 59 cell lines. The task is: Regression. Given two drug SMILES strings and cell line genomic features, predict the synergy score measuring deviation from expected non-interaction effect. (1) Drug 2: CC1CCC2CC(C(=CC=CC=CC(CC(C(=O)C(C(C(=CC(C(=O)CC(OC(=O)C3CCCCN3C(=O)C(=O)C1(O2)O)C(C)CC4CCC(C(C4)OC)O)C)C)O)OC)C)C)C)OC. Drug 1: CNC(=O)C1=CC=CC=C1SC2=CC3=C(C=C2)C(=NN3)C=CC4=CC=CC=N4. Cell line: SF-539. Synergy scores: CSS=20.8, Synergy_ZIP=-9.02, Synergy_Bliss=-5.00, Synergy_Loewe=0.607, Synergy_HSA=2.22. (2) Drug 1: CCC1(CC2CC(C3=C(CCN(C2)C1)C4=CC=CC=C4N3)(C5=C(C=C6C(=C5)C78CCN9C7C(C=CC9)(C(C(C8N6C)(C(=O)OC)O)OC(=O)C)CC)OC)C(=O)OC)O.OS(=O)(=O)O. Drug 2: CC1C(C(CC(O1)OC2CC(CC3=C2C(=C4C(=C3O)C(=O)C5=CC=CC=C5C4=O)O)(C(=O)C)O)N)O. Cell line: SK-MEL-28. Synergy scores: CSS=68.0, Synergy_ZIP=-4.77, Synergy_Bliss=0.354, Synergy_Loewe=2.54, Synergy_HSA=4.25.